From a dataset of Full USPTO retrosynthesis dataset with 1.9M reactions from patents (1976-2016). Predict the reactants needed to synthesize the given product. (1) Given the product [NH2:1][C:2]1[CH:12]=[CH:11][C:10]([C:13]2[N:14]([C:22]([O:24][C:25]([CH3:28])([CH3:27])[CH3:26])=[O:23])[C:15]3[C:20]([C:21]=2[I:29])=[CH:19][CH:18]=[CH:17][CH:16]=3)=[C:4]2[C:5]([NH:7][C:8](=[O:9])[C:3]=12)=[O:6], predict the reactants needed to synthesize it. The reactants are: [NH2:1][C:2]1[CH:12]=[CH:11][C:10]([C:13]2[N:14]([C:22]([O:24][C:25]([CH3:28])([CH3:27])[CH3:26])=[O:23])[C:15]3[C:20]([CH:21]=2)=[CH:19][CH:18]=[CH:17][CH:16]=3)=[C:4]2[C:5]([NH:7][C:8](=[O:9])[C:3]=12)=[O:6].[I:29]I.O. (2) Given the product [F:11][C:12]([F:22])([F:23])[O:13][C:14]1[CH:21]=[CH:20][C:17]([CH2:18][NH:19][C:8]([NH2:9])=[O:7])=[CH:16][CH:15]=1, predict the reactants needed to synthesize it. The reactants are: C1([O:7][C:8](=O)[NH2:9])C=CC=CC=1.[F:11][C:12]([F:23])([F:22])[O:13][C:14]1[CH:21]=[CH:20][C:17]([CH2:18][NH2:19])=[CH:16][CH:15]=1.C(OC(=O)C)C.O. (3) Given the product [CH3:18][C:19]([CH3:24])([CH2:20][CH3:21])[C:3](=[O:5])[C:2]([N:7]1[CH2:11][CH2:10][CH2:9][CH:8]1[C:12](=[O:17])[CH2:13][CH2:14][CH:15]=[CH2:16])=[O:1], predict the reactants needed to synthesize it. The reactants are: [O:1]=[C:2]([N:7]1[CH2:11][CH2:10][CH2:9][CH:8]1[C:12](=[O:17])[CH2:13][CH2:14][CH:15]=[CH2:16])[C:3]([O:5]C)=O.[CH3:18][CH:19]([CH3:24])[CH2:20][CH2:21][Mg]Cl. (4) Given the product [F:47][CH:48]1[CH2:53][CH2:52][N:51]([C:11]([C:9]2[N:10]=[C:6]([C:4]([O:3][CH2:1][CH3:2])=[O:5])[S:7][CH:8]=2)=[O:13])[CH2:50][CH2:49]1, predict the reactants needed to synthesize it. The reactants are: [CH2:1]([O:3][C:4]([C:6]1[S:7][CH:8]=[C:9]([C:11]([OH:13])=O)[N:10]=1)=[O:5])[CH3:2].CN(C(ON1N=NC2C=CC=NC1=2)=[N+](C)C)C.F[P-](F)(F)(F)(F)F.CCN(C(C)C)C(C)C.[F:47][CH:48]1[CH2:53][CH2:52][NH:51][CH2:50][CH2:49]1. (5) Given the product [NH2:1][C:2]1[N:3]=[C:5]([NH:4][C:7]2[CH:8]=[CH:9][C:10]([N:13]3[CH2:14][CH2:15][N:16]([CH3:19])[CH2:17][CH2:18]3)=[CH:11][CH:12]=2)[S:6][C:26]=1[C:25]([C:24]1[CH:23]=[C:22]([CH:31]=[CH:30][CH:29]=1)[C:20]#[N:21])=[O:28], predict the reactants needed to synthesize it. The reactants are: [N:1]#[C:2][NH2:3].[N:4]([C:7]1[CH:12]=[CH:11][C:10]([N:13]2[CH2:18][CH2:17][N:16]([CH3:19])[CH2:15][CH2:14]2)=[CH:9][CH:8]=1)=[C:5]=[S:6].[C:20]([C:22]1[CH:23]=[C:24]([CH:29]=[CH:30][CH:31]=1)[C:25](=[O:28])[CH2:26]Br)#[N:21]. (6) Given the product [O:23]=[C:15]1[NH:8][N:7]([C:9]2[CH:10]=[N:11][CH:12]=[CH:13][CH:14]=2)[CH:17]([C:18]([O:20][CH2:21][CH3:22])=[O:19])[CH2:16]1, predict the reactants needed to synthesize it. The reactants are: [O-]CC.[Na+].Cl.Cl.[NH:7]([C:9]1[CH:10]=[N:11][CH:12]=[CH:13][CH:14]=1)[NH2:8].[C:15](OCC)(=[O:23])/[CH:16]=[CH:17]\[C:18]([O:20][CH2:21][CH3:22])=[O:19]. (7) Given the product [F:3][C:4]([F:14])([F:15])[C:5]1[CH:6]=[CH:7][C:8]([C:11]2([C:12]#[N:13])[CH2:20][CH2:19][CH2:18][CH2:17]2)=[CH:9][CH:10]=1, predict the reactants needed to synthesize it. The reactants are: [H-].[Na+].[F:3][C:4]([F:15])([F:14])[C:5]1[CH:10]=[CH:9][C:8]([CH2:11][C:12]#[N:13])=[CH:7][CH:6]=1.Br[CH2:17][CH2:18][CH2:19][CH2:20]Br.Cl. (8) Given the product [C:18]1([C:2]2[CH:11]=[CH:10][CH:9]=[C:8]3[C:3]=2[CH:4]=[CH:5][N:6]=[CH:7]3)[CH:23]=[CH:22][CH:21]=[CH:20][CH:19]=1, predict the reactants needed to synthesize it. The reactants are: Br[C:2]1[CH:11]=[CH:10][CH:9]=[C:8]2[C:3]=1[CH:4]=[CH:5][N:6]=[CH:7]2.C(=O)([O-])[O-].[Na+].[Na+].[C:18]1(B(O)O)[CH:23]=[CH:22][CH:21]=[CH:20][CH:19]=1. (9) Given the product [CH2:31]1[CH2:32][O:33][C:19]2([CH2:18][CH2:17][C@@:16]3([CH3:21])[C:3](=[CH:4][CH2:5][C@@H:6]4[C@@H:15]3[CH2:14][CH2:13][C@@:11]3([CH3:12])[C@H:7]4[CH2:8][CH2:9][C@@H:10]3[O:22][Si:23]([C:26]([CH3:29])([CH3:28])[CH3:27])([CH3:24])[CH3:25])[C:2]2([CH3:30])[CH3:1])[O:20]1, predict the reactants needed to synthesize it. The reactants are: [CH3:1][C:2]1([CH3:30])[C:19](=[O:20])[CH2:18][CH2:17][C@@:16]2([CH3:21])[C:3]1=[CH:4][CH2:5][C@@H:6]1[C@@H:15]2[CH2:14][CH2:13][C@@:11]2([CH3:12])[C@H:7]1[CH2:8][CH2:9][C@@H:10]2[O:22][Si:23]([C:26]([CH3:29])([CH3:28])[CH3:27])([CH3:25])[CH3:24].[CH2:31](O)[CH2:32][OH:33].CC1C=CC(S(O)(=O)=O)=CC=1.